From a dataset of Full USPTO retrosynthesis dataset with 1.9M reactions from patents (1976-2016). Predict the reactants needed to synthesize the given product. (1) Given the product [OH:26][CH2:25][CH2:24][C:20]1[N:19]([CH2:18][CH2:17][CH2:16][CH2:15][C:12]2[CH:11]=[CH:10][C:9]([OH:8])=[CH:14][CH:13]=2)[CH:23]=[CH:22][N:21]=1, predict the reactants needed to synthesize it. The reactants are: C([O:8][C:9]1[CH:14]=[CH:13][C:12]([CH2:15][CH2:16][CH2:17][CH2:18][N:19]2[CH:23]=[CH:22][N:21]=[C:20]2[CH2:24][CH2:25][OH:26])=[CH:11][CH:10]=1)C1C=CC=CC=1. (2) Given the product [NH2:7][C:8]1[CH:13]=[CH:12][C:11]([CH2:14][CH2:15][N:16]2[C:24]([S:25][C:26]3[C:34]([Br:35])=[CH:33][C:29]4[O:30][CH2:31][O:32][C:28]=4[CH:27]=3)=[N:23][C:22]3[C:17]2=[N:18][CH:19]=[N:20][C:21]=3[NH2:36])=[CH:10][CH:9]=1, predict the reactants needed to synthesize it. The reactants are: C(OC(=O)[NH:7][C:8]1[CH:13]=[CH:12][C:11]([CH2:14][CH2:15][N:16]2[C:24]([S:25][C:26]3[C:34]([Br:35])=[CH:33][C:29]4[O:30][CH2:31][O:32][C:28]=4[CH:27]=3)=[N:23][C:22]3[C:17]2=[N:18][CH:19]=[N:20][C:21]=3[NH2:36])=[CH:10][CH:9]=1)(C)(C)C.C(O)(C(F)(F)F)=O.